From a dataset of Forward reaction prediction with 1.9M reactions from USPTO patents (1976-2016). Predict the product of the given reaction. Given the reactants [N+]([C:4]1[CH:5]=[C:6]([C:12]#[N:13])[C:7](=[CH:10][CH:11]=1)[C:8]#[N:9])([O-])=O.[CH3:14][O:15][C:16]1[CH:21]=[CH:20][C:19]([OH:22])=[CH:18][CH:17]=1.C(=O)([O-])[O-].[K+].[K+], predict the reaction product. The product is: [CH3:14][O:15][C:16]1[CH:21]=[CH:20][C:19]([O:22][C:4]2[CH:5]=[C:6]([C:12]#[N:13])[C:7](=[CH:10][CH:11]=2)[C:8]#[N:9])=[CH:18][CH:17]=1.